This data is from Forward reaction prediction with 1.9M reactions from USPTO patents (1976-2016). The task is: Predict the product of the given reaction. (1) Given the reactants [NH2:1][C:2]1[C:3]([Cl:13])=[C:4]([C:9]([F:12])=[CH:10][CH:11]=1)[C:5]([O:7]C)=[O:6].C(N(CC)CC)C.[CH3:21][CH:22]([CH3:28])[CH2:23][S:24](Cl)(=[O:26])=[O:25].[OH-].[Na+], predict the reaction product. The product is: [Cl:13][C:3]1[C:2]([NH:1][S:24]([CH2:23][CH:22]([CH3:28])[CH3:21])(=[O:26])=[O:25])=[CH:11][CH:10]=[C:9]([F:12])[C:4]=1[C:5]([OH:7])=[O:6]. (2) Given the reactants [CH2:1]([O:3][C:4](=[O:19])[C:5]([CH2:17][OH:18])([C:11]1[CH:16]=[CH:15][CH:14]=[CH:13][CH:12]=1)[C:6]([O:8][CH2:9][CH3:10])=[O:7])[CH3:2].[CH3:20][N:21]([CH3:54])[C:22]([C:24]1[CH:25]=[C:26]([CH:32]=[CH:33][C:34]=1[NH:35][C:36]([C:38]1[C:39]([C:44]2[CH:49]=[CH:48][C:47]([C:50]([F:53])([F:52])[F:51])=[CH:46][CH:45]=2)=[CH:40][CH:41]=[CH:42][CH:43]=1)=[O:37])[O:27][CH2:28][C:29](O)=[O:30])=[O:23].CCN=C=NCCCN(C)C, predict the reaction product. The product is: [CH2:9]([O:8][C:6](=[O:7])[C:5]([CH2:17][O:18][C:29](=[O:30])[CH2:28][O:27][C:26]1[CH:32]=[CH:33][C:34]([NH:35][C:36]([C:38]2[C:39]([C:44]3[CH:49]=[CH:48][C:47]([C:50]([F:53])([F:51])[F:52])=[CH:46][CH:45]=3)=[CH:40][CH:41]=[CH:42][CH:43]=2)=[O:37])=[C:24]([C:22](=[O:23])[N:21]([CH3:20])[CH3:54])[CH:25]=1)([C:11]1[CH:12]=[CH:13][CH:14]=[CH:15][CH:16]=1)[C:4]([O:3][CH2:1][CH3:2])=[O:19])[CH3:10]. (3) Given the reactants [CH2:1]([C:5]1[CH:10]=[CH:9][C:8]([C:11]2[O:12][C:13]3[CH:19]=[C:18]([CH2:20]O)[CH:17]=[CH:16][C:14]=3[N:15]=2)=[CH:7][C:6]=1[C:22]([F:25])([F:24])[F:23])[CH:2]([CH3:4])[CH3:3].[NH:26]1[CH2:29][CH:28]([C:30]([OH:32])=[O:31])[CH2:27]1.CCN(CC)CC.[BH3-]C#N.[Na+], predict the reaction product. The product is: [CH2:1]([C:5]1[CH:10]=[CH:9][C:8]([C:11]2[O:12][C:13]3[CH:19]=[C:18]([CH2:20][N:26]4[CH2:29][CH:28]([C:30]([OH:32])=[O:31])[CH2:27]4)[CH:17]=[CH:16][C:14]=3[N:15]=2)=[CH:7][C:6]=1[C:22]([F:24])([F:25])[F:23])[CH:2]([CH3:4])[CH3:3]. (4) Given the reactants [C:1]([O:4][C:5]1[CH:13]=[CH:12][CH:11]=[CH:10][C:6]=1[C:7]([OH:9])=O)(=[O:3])[CH3:2].[CH3:14][C:15]1[N:16]=[C:17]([NH2:26])[S:18][C:19]=1[CH2:20][CH2:21][O:22][N+:23]([O-:25])=[O:24], predict the reaction product. The product is: [CH3:14][C:15]1[N:16]=[C:17]([NH:26][C:7]([C:6]2[CH:10]=[CH:11][CH:12]=[CH:13][C:5]=2[O:4][C:1](=[O:3])[CH3:2])=[O:9])[S:18][C:19]=1[CH2:20][CH2:21][O:22][N+:23]([O-:25])=[O:24]. (5) Given the reactants [CH3:1]N(C)C=O.[CH2:6]([O:13][C:14]1[C:15]([O:29][CH3:30])=[CH:16][C:17](I)=[C:18]([C:20]([N:22]2[CH2:27][CH2:26][CH2:25][CH2:24][CH2:23]2)=[O:21])[CH:19]=1)[C:7]1[CH:12]=[CH:11][CH:10]=[CH:9][CH:8]=1.[C]=O.Cl.[C:34]([O:37][CH2:38][CH3:39])(=[O:36])C, predict the reaction product. The product is: [CH2:6]([O:13][C:14]1[C:15]([O:29][CH3:30])=[CH:16][C:17]([C:34]([O:37][CH:38]([CH3:39])[CH3:1])=[O:36])=[C:18]([C:20]([N:22]2[CH2:27][CH2:26][CH2:25][CH2:24][CH2:23]2)=[O:21])[CH:19]=1)[C:7]1[CH:12]=[CH:11][CH:10]=[CH:9][CH:8]=1. (6) Given the reactants [CH3:1][C:2]1[CH:7]=[CH:6][C:5]([C:8]2[C:16]3[O:15][CH:14]([CH2:17][NH2:18])[CH2:13][C:12]=3[CH:11]=[CH:10][CH:9]=2)=[CH:4][CH:3]=1.C(N(C(C)C)CC)(C)C.Cl[C:29]([O:31][CH2:32][C:33]1[CH:38]=[CH:37][CH:36]=[CH:35][CH:34]=1)=[O:30], predict the reaction product. The product is: [CH3:1][C:2]1[CH:3]=[CH:4][C:5]([C:8]2[C:16]3[O:15][CH:14]([CH2:17][NH:18][C:29](=[O:30])[O:31][CH2:32][C:33]4[CH:38]=[CH:37][CH:36]=[CH:35][CH:34]=4)[CH2:13][C:12]=3[CH:11]=[CH:10][CH:9]=2)=[CH:6][CH:7]=1.